This data is from Forward reaction prediction with 1.9M reactions from USPTO patents (1976-2016). The task is: Predict the product of the given reaction. (1) Given the reactants [CH3:1][O:2][C:3]1[CH:4]=[C:5]([CH:11]([C:13]2[C:14]([S:32]([CH3:35])(=[O:34])=[O:33])=[C:15]([NH:25][C:26]3[CH:31]=[CH:30][CH:29]=[CH:28][CH:27]=3)[CH:16]=[C:17]([N:19]3[CH2:24][CH2:23][NH:22][CH2:21][CH2:20]3)[CH:18]=2)[CH3:12])[CH:6]=[C:7]([O:9][CH3:10])[CH:8]=1.[ClH:36], predict the reaction product. The product is: [ClH:36].[CH3:1][O:2][C:3]1[CH:4]=[C:5]([CH:11]([C:13]2[C:14]([S:32]([CH3:35])(=[O:33])=[O:34])=[C:15]([NH:25][C:26]3[CH:27]=[CH:28][CH:29]=[CH:30][CH:31]=3)[CH:16]=[C:17]([N:19]3[CH2:20][CH2:21][NH:22][CH2:23][CH2:24]3)[CH:18]=2)[CH3:12])[CH:6]=[C:7]([O:9][CH3:10])[CH:8]=1. (2) Given the reactants [C:1](/[C:3](/[C:27]1[CH:32]=[CH:31][C:30]([O:33][CH3:34])=[C:29]([O:35][CH3:36])[CH:28]=1)=[CH:4]\[C:5]1[S:9][C:8]([N:10]2[CH2:15][CH2:14][CH:13]([O:16][C:17](=[O:26])[CH2:18][N:19]3[CH2:25][CH2:24][CH2:23][CH2:22][CH2:21][CH2:20]3)[CH2:12][CH2:11]2)=[CH:7][CH:6]=1)#[N:2].[CH3:37][S:38]([OH:41])(=[O:40])=[O:39], predict the reaction product. The product is: [CH3:37][S:38]([OH:41])(=[O:40])=[O:39].[C:1](/[C:3](/[C:27]1[CH:32]=[CH:31][C:30]([O:33][CH3:34])=[C:29]([O:35][CH3:36])[CH:28]=1)=[CH:4]\[C:5]1[S:9][C:8]([N:10]2[CH2:11][CH2:12][CH:13]([O:16][C:17](=[O:26])[CH2:18][N:19]3[CH2:25][CH2:24][CH2:23][CH2:22][CH2:21][CH2:20]3)[CH2:14][CH2:15]2)=[CH:7][CH:6]=1)#[N:2]. (3) Given the reactants [Cl:1][C:2]1[CH:7]=[CH:6][C:5]([N:8]2[C:16]([C:17]([CH:28]3[CH2:33][CH2:32][CH2:31][CH2:30][CH2:29]3)([O:26][CH3:27])C3C=CC(C#N)=CC=3)=[C:15]3[C:10]([CH:11]=[CH:12][CH:13]=[CH:14]3)=[N:9]2)=[CH:4][CH:3]=1.[N-:34]=[N+:35]=[N-:36].[Na+].Cl.C([N:41]([CH2:44][CH3:45])CC)C, predict the reaction product. The product is: [Cl:1][C:2]1[CH:3]=[CH:4][C:5]([N:8]2[C:16]([CH:17]([CH:28]3[CH2:29][CH2:30][CH2:31][CH2:32][CH2:33]3)[O:26][CH2:27][C:2]3[CH:7]=[CH:6][C:45]([C:44]4[N:34]=[N:35][NH:36][N:41]=4)=[CH:4][CH:3]=3)=[C:15]3[C:10]([CH:11]=[CH:12][CH:13]=[CH:14]3)=[N:9]2)=[CH:6][CH:7]=1. (4) Given the reactants [F:1][C:2]1[C:7]([F:8])=[CH:6][CH:5]=[C:4]([O:9][CH3:10])[C:3]=1[CH2:11][C:12](O)=[O:13].[H-].[H-].[H-].[H-].[Li+].[Al+3], predict the reaction product. The product is: [F:1][C:2]1[C:7]([F:8])=[CH:6][CH:5]=[C:4]([O:9][CH3:10])[C:3]=1[CH2:11][CH2:12][OH:13]. (5) The product is: [NH2:18][C@@H:17]([C@H:6]([C:7]1[CH:12]=[CH:11][C:10]([C:13]([F:16])([F:14])[F:15])=[CH:9][CH:8]=1)[CH2:5][S:2]([CH3:1])(=[O:3])=[O:4])[CH2:21][NH:50][C:36]1[S:37][C:38]([C:39]2[CH:40]=[C:41]3[C:46](=[CH:47][CH:48]=2)[CH:45]=[N:44][C:43]([F:49])=[CH:42]3)=[CH:34][N:35]=1.[CH3:1][S:2]([CH2:5][C@H:6]([C@H:17]1[CH2:21][O:20][S:19](=[O:22])(=[O:23])[N:18]1[C:24]([O:26][C:27]([CH3:30])([CH3:29])[CH3:28])=[O:25])[C:7]1[CH:12]=[CH:11][C:10]([C:13]([F:14])([F:15])[F:16])=[CH:9][CH:8]=1)(=[O:3])=[O:4]. Given the reactants [CH3:1][S:2]([CH2:5][C@H:6]([C@H:17]1[CH2:21][O:20][S:19](=[O:23])(=[O:22])[N:18]1[C:24]([O:26][C:27]([CH3:30])([CH3:29])[CH3:28])=[O:25])[C:7]1[CH:12]=[CH:11][C:10]([C:13]([F:16])([F:15])[F:14])=[CH:9][CH:8]=1)(=[O:4])=[O:3].N[C@@H]([C@@H](C1C=CC(C(F)(F)F)=CC=1)CS(C)(=O)=O)C[C:34]1[N:35]=[C:36]([NH2:50])[S:37][C:38]=1[C:39]1[CH:40]=[C:41]2[C:46](=[CH:47][CH:48]=1)[CH:45]=[N:44][C:43]([F:49])=[CH:42]2, predict the reaction product. (6) Given the reactants [Br:1][C:2]1[C:3](Cl)=[N:4][C:5](Cl)=[N:6][CH:7]=1.[Si:10]([O:17][CH:18]([CH2:24][CH2:25][CH2:26][CH:27]=[CH2:28])[CH2:19][CH2:20][CH2:21][CH2:22][NH2:23])([C:13]([CH3:16])([CH3:15])[CH3:14])([CH3:12])[CH3:11].CCN(C(C)C)C(C)C.[CH2:38]([NH2:42])[CH2:39][CH:40]=[CH2:41], predict the reaction product. The product is: [Br:1][C:2]1[C:3]([NH:23][CH2:22][CH2:21][CH2:20][CH2:19][CH:18]([O:17][Si:10]([C:13]([CH3:15])([CH3:16])[CH3:14])([CH3:12])[CH3:11])[CH2:24][CH2:25][CH2:26][CH:27]=[CH2:28])=[N:4][C:5]([NH:42][CH2:38][CH2:39][CH:40]=[CH2:41])=[N:6][CH:7]=1.